From a dataset of Forward reaction prediction with 1.9M reactions from USPTO patents (1976-2016). Predict the product of the given reaction. (1) Given the reactants Cl[CH2:2][C:3]1[CH:21]=[CH:20][C:6]([O:7][CH2:8][C:9]2[N:10]=[C:11]([C:15]3[O:16][CH:17]=[CH:18][CH:19]=3)[O:12][C:13]=2[CH3:14])=[CH:5][CH:4]=1.[OH:22][C:23]1[CH:28]=[CH:27][CH:26]=[CH:25][C:24]=1[CH2:29][C:30]([O:32]C)=[O:31].C(=O)([O-])[O-].[K+].[K+].Cl, predict the reaction product. The product is: [O:16]1[CH:17]=[CH:18][CH:19]=[C:15]1[C:11]1[O:12][C:13]([CH3:14])=[C:9]([CH2:8][O:7][C:6]2[CH:20]=[CH:21][C:3]([CH2:2][O:22][C:23]3[CH:28]=[CH:27][CH:26]=[CH:25][C:24]=3[CH2:29][C:30]([OH:32])=[O:31])=[CH:4][CH:5]=2)[N:10]=1. (2) The product is: [CH3:50][N:2]([CH3:1])[CH2:3][C:4]([N:6]1[C:14]2[C:9](=[CH:10][C:11]([O:47][CH3:48])=[C:12]([NH:15][C:16]3[NH:21][C:20]4=[N:22][CH:23]=[CH:24][C:19]4=[C:18]([NH:35][C:36]4[CH:45]=[CH:44][CH:43]=[C:42]([F:46])[C:37]=4[C:38]([NH:40][CH3:41])=[O:39])[N:17]=3)[CH:13]=2)[CH2:8][C@@H:7]1[CH3:49])=[O:5]. Given the reactants [CH3:1][N:2]([CH3:50])[CH2:3][C:4]([N:6]1[C:14]2[C:9](=[CH:10][C:11]([O:47][CH3:48])=[C:12]([NH:15][C:16]3[N:17]=[C:18]([NH:35][C:36]4[CH:45]=[CH:44][CH:43]=[C:42]([F:46])[C:37]=4[C:38]([NH:40][CH3:41])=[O:39])[C:19]4[CH:24]=[CH:23][N:22](S(C5C=CC(C)=CC=5)(=O)=O)[C:20]=4[N:21]=3)[CH:13]=2)[CH2:8][C@@H:7]1[CH3:49])=[O:5].[OH-].[Na+].[Na+].[Cl-], predict the reaction product. (3) Given the reactants Br[C:2]1[CH:11]=[C:10]2[C:5]([C:6]([C:13]3[CH:18]=[CH:17][C:16]([F:19])=[CH:15][CH:14]=3)=[CH:7][C:8](=[O:12])[O:9]2)=[CH:4][CH:3]=1.[CH:20]([C:24]1[S:28][C:27]([SH:29])=[N:26][CH:25]=1)([CH2:22][CH3:23])[CH3:21].C([O-])([O-])=O.[K+].[K+], predict the reaction product. The product is: [CH:20]([C:24]1[S:28][C:27]([S:29][C:2]2[CH:11]=[C:10]3[C:5]([C:6]([C:13]4[CH:18]=[CH:17][C:16]([F:19])=[CH:15][CH:14]=4)=[CH:7][C:8](=[O:12])[O:9]3)=[CH:4][CH:3]=2)=[N:26][CH:25]=1)([CH2:22][CH3:23])[CH3:21].